This data is from Catalyst prediction with 721,799 reactions and 888 catalyst types from USPTO. The task is: Predict which catalyst facilitates the given reaction. (1) Reactant: [N:1]1([C:7]2[CH:39]=[CH:38][C:10]([CH2:11][N:12]([C:24](=[O:37])[CH:25]=[CH:26][C:27]3[CH:28]=[N:29][C:30]([C:33]([F:36])([F:35])[F:34])=[CH:31][CH:32]=3)[C@@H:13]([CH2:17][C:18]3[CH:23]=[CH:22][CH:21]=[CH:20][CH:19]=3)[C:14]([OH:16])=O)=[CH:9][CH:8]=2)[CH2:6][CH2:5][O:4][CH2:3][CH2:2]1.CN(C(ON1N=NC2C=CC=CC1=2)=[N+](C)C)C.[B-](F)(F)(F)F.CCN(C(C)C)C(C)C.[Br:71][C:72]1[CH:80]=[CH:79][C:75]([CH2:76][NH:77][CH3:78])=[CH:74][CH:73]=1. Product: [Br:71][C:72]1[CH:80]=[CH:79][C:75]([CH2:76][N:77]([CH3:78])[C:14]([CH:13]([N:12]([CH2:11][C:10]2[CH:9]=[CH:8][C:7]([N:1]3[CH2:6][CH2:5][O:4][CH2:3][CH2:2]3)=[CH:39][CH:38]=2)[C:24](=[O:37])[CH:25]=[CH:26][C:27]2[CH:28]=[N:29][C:30]([C:33]([F:34])([F:36])[F:35])=[CH:31][CH:32]=2)[CH2:17][C:18]2[CH:19]=[CH:20][CH:21]=[CH:22][CH:23]=2)=[O:16])=[CH:74][CH:73]=1. The catalyst class is: 79. (2) Reactant: [Cl:1][C:2]1[CH:7]=[CH:6][C:5]([C@@:8]2(OC)[C@H:13]([OH:14])[C@@H:12]([OH:15])[C@H:11]([OH:16])[C@@H:10]([CH2:17][OH:18])[O:9]2)=[CH:4][C:3]=1[CH2:21][C:22]1[CH:27]=[CH:26][C:25]([O:28][CH2:29][CH3:30])=[CH:24][CH:23]=1.C([SiH](CC)CC)C.B(F)(F)F.CCOCC. The catalyst class is: 545. Product: [Cl:1][C:2]1[CH:7]=[CH:6][C:5]([C@H:8]2[C@H:13]([OH:14])[C@@H:12]([OH:15])[C@H:11]([OH:16])[C@@H:10]([CH2:17][OH:18])[O:9]2)=[CH:4][C:3]=1[CH2:21][C:22]1[CH:23]=[CH:24][C:25]([O:28][CH2:29][CH3:30])=[CH:26][CH:27]=1. (3) Reactant: [NH2:1][C@@H:2]([CH3:12])[C@@H:3]([C:5]1[CH:10]=[CH:9][C:8]([OH:11])=[CH:7][CH:6]=1)[OH:4].C(NC(C)C)(C)C.Br[CH2:21][CH2:22][O:23][C:24]1[CH:29]=[CH:28][C:27]([C:30]2[CH:35]=[CH:34][C:33]([C:36]([NH:38][S:39]([CH3:42])(=[O:41])=[O:40])=[O:37])=[C:32]([S:43][CH:44]([CH3:46])[CH3:45])[CH:31]=2)=[CH:26][CH:25]=1.O1CCOCC1.[ClH:53]. Product: [ClH:53].[OH:4][C@H:3]([C:5]1[CH:10]=[CH:9][C:8]([OH:11])=[CH:7][CH:6]=1)[C@@H:2]([NH:1][CH2:21][CH2:22][O:23][C:24]1[CH:25]=[CH:26][C:27]([C:30]2[CH:35]=[CH:34][C:33]([C:36]([NH:38][S:39]([CH3:42])(=[O:41])=[O:40])=[O:37])=[C:32]([S:43][CH:44]([CH3:45])[CH3:46])[CH:31]=2)=[CH:28][CH:29]=1)[CH3:12]. The catalyst class is: 9. (4) Reactant: [NH2:1][C@H:2]([C:13]([OH:15])=[O:14])[CH2:3][C:4]1[C:12]2[C:7](=[CH:8][CH:9]=[CH:10][CH:11]=2)[NH:6][CH:5]=1.[CH:16]1[C:21]([CH:22]=O)=[CH:20][C:19]2[O:24][CH2:25][O:26][C:18]=2[CH:17]=1.[ClH:27]. Product: [ClH:27].[CH2:25]1[O:26][C:18]2[CH:17]=[CH:16][C:21]([C@H:22]3[C:5]4[NH:6][C:7]5[C:12]([C:4]=4[CH2:3][C@@H:2]([C:13]([OH:15])=[O:14])[NH:1]3)=[CH:11][CH:10]=[CH:9][CH:8]=5)=[CH:20][C:19]=2[O:24]1. The catalyst class is: 1. (5) Reactant: C1(=O)[N:5]([CH2:6][CH2:7][CH2:8][CH2:9][C:10]([CH3:19])([C:13]2[CH:18]=[CH:17][CH:16]=[CH:15][CH:14]=2)[CH2:11][OH:12])C(=O)C2=CC=CC=C12.O.NN. Product: [NH2:5][CH2:6][CH2:7][CH2:8][CH2:9][C:10]([CH3:19])([C:13]1[CH:14]=[CH:15][CH:16]=[CH:17][CH:18]=1)[CH2:11][OH:12]. The catalyst class is: 8. (6) Reactant: Br[C:2]1[CH:7]=[CH:6][CH:5]=[CH:4][C:3]=1[C:8]1[CH:13]=[CH:12][CH:11]=[CH:10][CH:9]=1.[Li]CCCC.[C:19]([C:27]1[CH:32]=[CH:31][CH:30]=[CH:29][CH:28]=1)(=[O:26])[C:20]1[CH:25]=[CH:24][CH:23]=[CH:22][CH:21]=1. Product: [C:27]1([C:19]([C:20]2[CH:21]=[CH:22][CH:23]=[CH:24][CH:25]=2)([C:2]2[C:3]([C:8]3[CH:13]=[CH:12][CH:11]=[CH:10][CH:9]=3)=[CH:4][CH:5]=[CH:6][CH:7]=2)[OH:26])[CH:28]=[CH:29][CH:30]=[CH:31][CH:32]=1. The catalyst class is: 1.